Dataset: Catalyst prediction with 721,799 reactions and 888 catalyst types from USPTO. Task: Predict which catalyst facilitates the given reaction. (1) Reactant: [CH2:1]([CH2:3][NH2:4])[OH:2].CC(C)([O-])C.[K+].F[C:12]1[CH:17]=[CH:16][C:15]([C:18]2[CH2:19][CH2:20][C:21](=[O:24])[NH:22][N:23]=2)=[CH:14][CH:13]=1.O. Product: [NH2:4][CH2:3][CH2:1][O:2][C:12]1[CH:13]=[CH:14][C:15]([C:18]2[CH2:19][CH2:20][C:21](=[O:24])[NH:22][N:23]=2)=[CH:16][CH:17]=1. The catalyst class is: 16. (2) Reactant: O([C:8]([O:10][NH:11][C:12](=[NH:36])[CH2:13][O:14][C:15]1[CH:20]=[CH:19][C:18]([C:21](=[N:23][O:24][CH2:25][C:26]2[CH:31]=[CH:30][C:29]([C:32]([F:35])([F:34])[F:33])=[CH:28][CH:27]=2)[CH3:22])=[CH:17][CH:16]=1)=[O:9])C1C=CC=CC=1. Product: [F:33][C:32]([F:35])([F:34])[C:29]1[CH:28]=[CH:27][C:26]([CH2:25][O:24][N:23]=[C:21]([C:18]2[CH:19]=[CH:20][C:15]([O:14][CH2:13][C:12]3[NH:36][C:8](=[O:9])[O:10][N:11]=3)=[CH:16][CH:17]=2)[CH3:22])=[CH:31][CH:30]=1. The catalyst class is: 11. (3) Reactant: [O:1]=[S:2]1(=[O:20])[CH2:6][CH2:5][CH:4]([N:7]2[CH2:12][CH2:11][N:10](C(OC(C)(C)C)=O)[CH2:9][CH2:8]2)[CH2:3]1.[ClH:21]. Product: [ClH:21].[O:20]=[S:2]1(=[O:1])[CH2:6][CH2:5][CH:4]([N:7]2[CH2:12][CH2:11][NH:10][CH2:9][CH2:8]2)[CH2:3]1. The catalyst class is: 5. (4) Reactant: [Br:1][C:2]1[CH:3]=[C:4]([C:9]([O:11][CH3:12])=[O:10])[CH:5]=[N:6][C:7]=1[OH:8].O[CH2:14][CH2:15][C:16]([O:18][C:19]([CH3:22])([CH3:21])[CH3:20])=[O:17].C1(P(C2C=CC=CC=2)C2C=CC=CC=2)C=CC=CC=1.N(C(OCC)=O)=NC(OCC)=O. Product: [Br:1][C:2]1[CH:3]=[C:4]([C:9]([O:11][CH3:12])=[O:10])[CH:5]=[N:6][C:7]=1[O:8][CH2:14][CH2:15][C:16]([O:18][C:19]([CH3:22])([CH3:21])[CH3:20])=[O:17]. The catalyst class is: 7. (5) Reactant: C([O:5][C:6](=[O:20])[CH2:7][N:8]1[C:12]2[N:13]=[CH:14][N:15]=[CH:16][C:11]=2[C:10]([C:17](=[O:19])[CH3:18])=[CH:9]1)(C)(C)C.C(O)(C(F)(F)F)=O. Product: [C:17]([C:10]1[C:11]2[CH:16]=[N:15][CH:14]=[N:13][C:12]=2[N:8]([CH2:7][C:6]([OH:20])=[O:5])[CH:9]=1)(=[O:19])[CH3:18]. The catalyst class is: 2.